From a dataset of Reaction yield outcomes from USPTO patents with 853,638 reactions. Predict the reaction yield, written as a fraction of the theoretical maximum amount of product (1.0 means a 100% yield; for example, 0.34 means a 34% yield). (1) The reactants are Cl[C:2]1[N:3]=[C:4]([N:18]2[CH2:23][CH2:22][N:21]([C:24]([O:26][C:27]([CH3:30])([CH3:29])[CH3:28])=[O:25])[CH2:20][CH2:19]2)[C:5]2[CH2:10][CH2:9][CH:8]([C:11]3[CH:16]=[CH:15][C:14]([F:17])=[CH:13][CH:12]=3)[C:6]=2[N:7]=1.[Cl:31][C:32]1[N:33]=[CH:34][N:35]([C:37]2[CH:43]=[CH:42][C:40]([NH2:41])=[CH:39][C:38]=2[O:44][CH3:45])[CH:36]=1. No catalyst specified. The product is [Cl:31][C:32]1[N:33]=[CH:34][N:35]([C:37]2[CH:43]=[CH:42][C:40]([NH:41][C:2]3[N:3]=[C:4]([N:18]4[CH2:19][CH2:20][N:21]([C:24]([O:26][C:27]([CH3:29])([CH3:30])[CH3:28])=[O:25])[CH2:22][CH2:23]4)[C:5]4[CH2:10][CH2:9][CH:8]([C:11]5[CH:12]=[CH:13][C:14]([F:17])=[CH:15][CH:16]=5)[C:6]=4[N:7]=3)=[CH:39][C:38]=2[O:44][CH3:45])[CH:36]=1. The yield is 0.621. (2) The reactants are [CH3:1][NH:2][C:3]1[CH:8]=[CH:7][C:6]([N+:9]([O-:11])=[O:10])=[CH:5][CH:4]=1.[C:12](O[C:12]([O:14][C:15]([CH3:18])([CH3:17])[CH3:16])=[O:13])([O:14][C:15]([CH3:18])([CH3:17])[CH3:16])=[O:13]. The catalyst is C1COCC1.CN(C1C=CN=CC=1)C. The product is [CH3:1][N:2]([C:3]1[CH:4]=[CH:5][C:6]([N+:9]([O-:11])=[O:10])=[CH:7][CH:8]=1)[C:12](=[O:13])[O:14][C:15]([CH3:18])([CH3:17])[CH3:16]. The yield is 1.00. (3) The product is [F:1][C:2]1[CH:8]=[CH:7][C:5]([NH:6][C:18]([CH:12]2[CH2:17][CH2:16][CH2:15][CH2:14][CH2:13]2)=[O:19])=[CH:4][C:3]=1[N+:9]([O-:11])=[O:10]. The reactants are [F:1][C:2]1[CH:8]=[CH:7][C:5]([NH2:6])=[CH:4][C:3]=1[N+:9]([O-:11])=[O:10].[CH:12]1([C:18](Cl)=[O:19])[CH2:17][CH2:16][CH2:15][CH2:14][CH2:13]1.N1C=CC=CC=1.C(OCC)(=O)C. The catalyst is C1COCC1. The yield is 0.560. (4) The reactants are [F:1][C:2]1[C:18]([F:19])=[CH:17][CH:16]=[CH:15][C:3]=1[CH2:4][C:5]1[O:9][N:8]=[C:7]([C:10]([O:12]CC)=O)[N:6]=1.Cl.[Cl:21][C:22]1[CH:23]=[C:24]2[C:28](=[CH:29][CH:30]=1)[NH:27][CH:26]=[C:25]2[CH2:31][CH2:32][NH2:33].CN(C(ON1N=NC2C=CC=NC1=2)=[N+](C)C)C.F[P-](F)(F)(F)(F)F.C(N(CC)C(C)C)(C)C. The catalyst is C1COCC1.[OH-].[Na+].O.CN(C=O)C. The product is [Cl:21][C:22]1[CH:23]=[C:24]2[C:28](=[CH:29][CH:30]=1)[NH:27][CH:26]=[C:25]2[CH2:31][CH2:32][NH:33][C:10]([C:7]1[N:6]=[C:5]([CH2:4][C:3]2[CH:15]=[CH:16][CH:17]=[C:18]([F:19])[C:2]=2[F:1])[O:9][N:8]=1)=[O:12]. The yield is 0.250. (5) The catalyst is CO.[Pd]. The reactants are [C:1]([O:5][C:6](=[O:21])[NH:7][C:8]1[CH:13]=[CH:12][C:11]([C:14]([CH3:17])([CH3:16])[CH3:15])=[C:10]([N+:18]([O-])=O)[CH:9]=1)([CH3:4])([CH3:3])[CH3:2]. The product is [C:1]([O:5][C:6](=[O:21])[NH:7][C:8]1[CH:13]=[CH:12][C:11]([C:14]([CH3:17])([CH3:16])[CH3:15])=[C:10]([NH2:18])[CH:9]=1)([CH3:4])([CH3:2])[CH3:3]. The yield is 0.930. (6) The reactants are Cl[C:2]1[C:11]2[C:6](=[CH:7][CH:8]=[C:9]([Cl:12])[N:10]=2)[N:5]=[CH:4][C:3]=1[C:13](=[O:15])[CH3:14].[NH2:16][C@H:17]1[CH2:22][CH2:21][C@H:20]([OH:23])[CH2:19][CH2:18]1. No catalyst specified. The product is [Cl:12][C:9]1[N:10]=[C:11]2[C:6](=[CH:7][CH:8]=1)[N:5]=[CH:4][C:3]([C:13](=[O:15])[CH3:14])=[C:2]2[NH:16][C@H:17]1[CH2:22][CH2:21][C@H:20]([OH:23])[CH2:19][CH2:18]1. The yield is 0.780. (7) The reactants are [NH2:1][CH2:2][C@H:3]([F:6])[CH2:4][OH:5].C(=O)([O-])[O-].[K+].[K+].[C:13](O[C:13]([O:15][C:16]([CH3:19])([CH3:18])[CH3:17])=[O:14])([O:15][C:16]([CH3:19])([CH3:18])[CH3:17])=[O:14]. The catalyst is O1CCOCC1. The product is [F:6][C@H:3]([CH2:4][OH:5])[CH2:2][NH:1][C:13](=[O:14])[O:15][C:16]([CH3:19])([CH3:18])[CH3:17]. The yield is 0.990. (8) The reactants are [O:1]1[C:5]2[C:6]3[C:7](=[CH:13][CH2:14][NH:15][C:16](=[O:19])[CH2:17][CH3:18])[CH2:8][CH2:9][C:10]=3[CH:11]=[CH:12][C:4]=2[N:3]=[CH:2]1. The catalyst is CO.[C].[Pd]. The product is [O:1]1[C:5]2[C:6]3[CH:7]([CH2:13][CH2:14][NH:15][C:16](=[O:19])[CH2:17][CH3:18])[CH2:8][CH2:9][C:10]=3[CH:11]=[CH:12][C:4]=2[N:3]=[CH:2]1. The yield is 0.880.